Dataset: Forward reaction prediction with 1.9M reactions from USPTO patents (1976-2016). Task: Predict the product of the given reaction. (1) The product is: [CH2:1]([O:3][C:4](=[O:10])[CH:5]([CH2:12][C:13]1[CH:18]=[CH:17][C:16]([C:19](=[O:24])[C:20]([CH3:22])([CH3:21])[CH3:23])=[CH:15][CH:14]=1)[C:6](=[O:9])[CH2:7][CH3:8])[CH3:2]. Given the reactants [CH2:1]([O:3][C:4](=[O:10])[CH2:5][C:6](=[O:9])[CH2:7][CH3:8])[CH3:2].Br[CH2:12][C:13]1[CH:18]=[CH:17][C:16]([C:19](=[O:24])[C:20]([CH3:23])([CH3:22])[CH3:21])=[CH:15][CH:14]=1, predict the reaction product. (2) Given the reactants [CH3:1][CH:2]([CH3:7])[C:3]([O:5][CH3:6])=[O:4].[CH2:8]([O:15][C:16]1[CH:17]=[C:18]([CH:22]=[CH:23][C:24]=1[O:25][CH3:26])[C:19](Cl)=[O:20])[C:9]1[CH:14]=[CH:13][CH:12]=[CH:11][CH:10]=1, predict the reaction product. The product is: [CH2:8]([O:15][C:16]1[CH:17]=[C:18]([C:19](=[O:20])[C:2]([CH3:7])([CH3:1])[C:3]([O:5][CH3:6])=[O:4])[CH:22]=[CH:23][C:24]=1[O:25][CH3:26])[C:9]1[CH:14]=[CH:13][CH:12]=[CH:11][CH:10]=1. (3) Given the reactants [C:1]([O:5][C:6]([NH:8][CH2:9][C@H:10]1[CH2:15][CH2:14][C@H:13]([C:16]([NH:18][C@H:19]([C:37](=[O:50])[NH:38][C:39]2[CH:44]=[CH:43][C:42]([C:45]3[N:46]=[N:47][NH:48][N:49]=3)=[CH:41][CH:40]=2)[CH2:20][C:21]2[CH:26]=[CH:25][C:24]([C:27]3[CH:32]=[CH:31][C:30]([C:33]([OH:35])=O)=[CH:29][C:28]=3[CH3:36])=[CH:23][CH:22]=2)=[O:17])[CH2:12][CH2:11]1)=[O:7])([CH3:4])([CH3:3])[CH3:2].CN.F[P-](F)(F)(F)(F)F.[CH3:60][N:61](C(ON1C2=NC=CC=C2N=N1)=[N+](C)C)C.C(N(CC)C(C)C)(C)C, predict the reaction product. The product is: [CH3:36][C:28]1[CH:29]=[C:30]([C:33](=[O:35])[NH:61][CH3:60])[CH:31]=[CH:32][C:27]=1[C:24]1[CH:23]=[CH:22][C:21]([CH2:20][C@H:19]([NH:18][C:16]([C@H:13]2[CH2:14][CH2:15][C@H:10]([CH2:9][NH:8][C:6](=[O:7])[O:5][C:1]([CH3:2])([CH3:4])[CH3:3])[CH2:11][CH2:12]2)=[O:17])[C:37](=[O:50])[NH:38][C:39]2[CH:44]=[CH:43][C:42]([C:45]3[N:46]=[N:47][NH:48][N:49]=3)=[CH:41][CH:40]=2)=[CH:26][CH:25]=1.